This data is from Full USPTO retrosynthesis dataset with 1.9M reactions from patents (1976-2016). The task is: Predict the reactants needed to synthesize the given product. (1) Given the product [CH:1]1(/[C:5](/[C:38]2[CH:39]=[N:40][C:41]([O:45][CH3:46])=[CH:42][C:43]=2[CH3:44])=[C:6](/[C:23]2[CH:24]=[CH:25][C:26](/[CH:29]=[CH:30]/[C:31]([OH:33])=[O:32])=[CH:27][CH:28]=2)\[C:7]2[CH:8]=[C:9]3[C:13](=[CH:14][CH:15]=2)[NH:12][N:11]=[C:10]3[F:22])[CH2:4][CH2:3][CH2:2]1, predict the reactants needed to synthesize it. The reactants are: [CH:1]1(/[C:5](/[C:38]2[CH:39]=[N:40][C:41]([O:45][CH3:46])=[CH:42][C:43]=2[CH3:44])=[C:6](/[C:23]2[CH:28]=[CH:27][C:26](/[CH:29]=[CH:30]/[C:31]([O:33]C(C)(C)C)=[O:32])=[CH:25][CH:24]=2)\[C:7]2[CH:8]=[C:9]3[C:13](=[CH:14][CH:15]=2)[N:12](C2CCCCO2)[N:11]=[C:10]3[F:22])[CH2:4][CH2:3][CH2:2]1.C(O)(C(F)(F)F)=O.C(Cl)Cl. (2) The reactants are: [H-].[Na+].[CH3:3][C:4]1([CH3:18])[CH2:12][C:11]2[NH:10][N:9]=[C:8]([C:13]([F:16])([F:15])[F:14])[C:7]=2[C:6](=[O:17])[CH2:5]1.[Br:19][C:20]1[CH:27]=[C:26](F)[CH:25]=[CH:24][C:21]=1[C:22]#[N:23]. Given the product [Br:19][C:20]1[CH:27]=[C:26]([N:10]2[C:11]3[CH2:12][C:4]([CH3:18])([CH3:3])[CH2:5][C:6](=[O:17])[C:7]=3[C:8]([C:13]([F:16])([F:15])[F:14])=[N:9]2)[CH:25]=[CH:24][C:21]=1[C:22]#[N:23], predict the reactants needed to synthesize it. (3) The reactants are: [F:1][C:2]1[CH:3]=[C:4]([C:18]2[C:19]([NH2:24])=[CH:20][CH:21]=[CH:22][CH:23]=2)[CH:5]=[C:6]([F:17])[C:7]=1[N:8]1[CH:12]=[CH:11][C:10]([C:13]([F:16])([F:15])[F:14])=[N:9]1.[Cl:25][C:26]1[C:31]([C:32](Cl)=[O:33])=[CH:30][CH:29]=[CH:28][N:27]=1.C(N(CC)CC)C. Given the product [Cl:25][C:26]1[C:31]([C:32]([NH:24][C:19]2[CH:20]=[CH:21][CH:22]=[CH:23][C:18]=2[C:4]2[CH:5]=[C:6]([F:17])[C:7]([N:8]3[CH:12]=[CH:11][C:10]([C:13]([F:16])([F:15])[F:14])=[N:9]3)=[C:2]([F:1])[CH:3]=2)=[O:33])=[CH:30][CH:29]=[CH:28][N:27]=1, predict the reactants needed to synthesize it.